From a dataset of NCI-60 drug combinations with 297,098 pairs across 59 cell lines. Regression. Given two drug SMILES strings and cell line genomic features, predict the synergy score measuring deviation from expected non-interaction effect. Drug 1: CC(C1=C(C=CC(=C1Cl)F)Cl)OC2=C(N=CC(=C2)C3=CN(N=C3)C4CCNCC4)N. Drug 2: C1CN1P(=S)(N2CC2)N3CC3. Cell line: A549. Synergy scores: CSS=42.1, Synergy_ZIP=-11.8, Synergy_Bliss=-6.45, Synergy_Loewe=-5.26, Synergy_HSA=-4.63.